Dataset: Reaction yield outcomes from USPTO patents with 853,638 reactions. Task: Predict the reaction yield, written as a fraction of the theoretical maximum amount of product (1.0 means a 100% yield; for example, 0.34 means a 34% yield). (1) The reactants are [C:1]([CH2:9][C:10]#[N:11])(=O)[C:2]1[CH:7]=[CH:6][CH:5]=[CH:4][CH:3]=1.Cl.[Br:13][C:14]1[C:23]2[C:18](=[CH:19][C:20]([Br:24])=[CH:21][CH:22]=2)[CH:17]=[CH:16][C:15]=1[O:25][CH2:26][CH2:27][NH:28][NH2:29]. The catalyst is CCO. The product is [Br:13][C:14]1[C:23]2[C:18](=[CH:19][C:20]([Br:24])=[CH:21][CH:22]=2)[CH:17]=[CH:16][C:15]=1[O:25][CH2:26][CH2:27][N:28]1[C:10]([NH2:11])=[CH:9][C:1]([C:2]2[CH:7]=[CH:6][CH:5]=[CH:4][CH:3]=2)=[N:29]1. The yield is 0.150. (2) The reactants are [Cl:1][C:2]1[C:32]([C:33]([F:36])([F:35])[F:34])=[CH:31][CH:30]=[CH:29][C:3]=1[CH2:4][N:5]([CH2:20][C@H:21]([C:23]1[CH:28]=[CH:27][CH:26]=[CH:25][CH:24]=1)[CH3:22])[CH2:6][CH2:7][CH2:8][O:9][C:10]1[CH:11]=[C:12]([CH2:16][C:17]([OH:19])=[O:18])[CH:13]=[CH:14][CH:15]=1.Cl. The catalyst is C(OCC)C. The product is [ClH:1].[Cl:1][C:2]1[C:32]([C:33]([F:34])([F:35])[F:36])=[CH:31][CH:30]=[CH:29][C:3]=1[CH2:4][N:5]([CH2:20][C@H:21]([C:23]1[CH:24]=[CH:25][CH:26]=[CH:27][CH:28]=1)[CH3:22])[CH2:6][CH2:7][CH2:8][O:9][C:10]1[CH:11]=[C:12]([CH2:16][C:17]([OH:19])=[O:18])[CH:13]=[CH:14][CH:15]=1. The yield is 0.990. (3) The reactants are [CH3:1][O:2][C:3]1[CH:4]=[C:5]2[C:9](=[CH:10][CH:11]=1)[NH:8][N:7]=[C:6]2[C:12]([O:14][CH3:15])=[O:13].[I:16][C:17]1[CH:18]=[C:19](B(O)O)[CH:20]=[CH:21][CH:22]=1. No catalyst specified. The product is [I:16][C:17]1[CH:22]=[C:21]([N:8]2[C:9]3[C:5](=[CH:4][C:3]([O:2][CH3:1])=[CH:11][CH:10]=3)[C:6]([C:12]([O:14][CH3:15])=[O:13])=[N:7]2)[CH:20]=[CH:19][CH:18]=1. The yield is 0.350. (4) The reactants are C1COCC1.[O:6]([C:13]1[CH:14]=[C:15]([N:19]([CH2:27][C:28]2[CH:33]=[CH:32][CH:31]=[C:30](Br)[CH:29]=2)[CH2:20][CH:21]([OH:26])[C:22]([F:25])([F:24])[F:23])[CH:16]=[CH:17][CH:18]=1)[C:7]1[CH:12]=[CH:11][CH:10]=[CH:9][CH:8]=1.[CH2:35]([Mg]Br)[C:36]1[CH:41]=[CH:40][CH:39]=[CH:38][CH:37]=1.[NH4+].[Cl-]. The catalyst is C1C=CC([P]([Pd]([P](C2C=CC=CC=2)(C2C=CC=CC=2)C2C=CC=CC=2)([P](C2C=CC=CC=2)(C2C=CC=CC=2)C2C=CC=CC=2)[P](C2C=CC=CC=2)(C2C=CC=CC=2)C2C=CC=CC=2)(C2C=CC=CC=2)C2C=CC=CC=2)=CC=1.CCO. The product is [O:6]([C:13]1[CH:14]=[C:15]([N:19]([CH2:27][C:28]2[CH:33]=[CH:32][CH:31]=[C:30]([CH2:35][C:36]3[CH:41]=[CH:40][CH:39]=[CH:38][CH:37]=3)[CH:29]=2)[CH2:20][CH:21]([OH:26])[C:22]([F:25])([F:24])[F:23])[CH:16]=[CH:17][CH:18]=1)[C:7]1[CH:12]=[CH:11][CH:10]=[CH:9][CH:8]=1. The yield is 0.620. (5) The reactants are [Na:1].C[C:3]1(C)[CH2:8][O:7][CH:6]([CH2:9][O:10][C:11]2[CH:16]=[CH:15][N:14]=[C:13]([CH2:17][S:18]([C:20]3[NH:24][C:23]4[CH:25]=[CH:26][CH:27]=[CH:28][C:22]=4[N:21]=3)=[O:19])[C:12]=2[CH3:29])[O:5][CH2:4]1.Cl[C:32]1C(C)=C[N+]([O-])=C(C)C=1C.[F:42][CH2:43]C1(CO)OCCCO1. No catalyst specified. The product is [Na:1].[F:42][CH2:43][C:6]1([CH2:9][O:10][C:11]2[C:16]([CH3:32])=[CH:15][N:14]=[C:13]([CH2:17][S:18]([C:20]3[NH:24][C:23]4[CH:25]=[CH:26][CH:27]=[CH:28][C:22]=4[N:21]=3)=[O:19])[C:12]=2[CH3:29])[O:7][CH2:8][CH2:3][CH2:4][O:5]1. The yield is 0.120. (6) The reactants are CC(C)([O-])C.[K+].[OH:7][CH:8]1[CH2:13][CH2:12][CH:11]([C:14]([O:16][CH2:17][CH3:18])=[O:15])[CH2:10][CH2:9]1.F[C:20]1[CH:25]=[CH:24][C:23]([N+:26]([O-:28])=[O:27])=[CH:22][N:21]=1. The catalyst is C1COCC1. The product is [N+:26]([C:23]1[CH:24]=[CH:25][C:20]([O:7][CH:8]2[CH2:9][CH2:10][CH:11]([C:14]([O:16][CH2:17][CH3:18])=[O:15])[CH2:12][CH2:13]2)=[N:21][CH:22]=1)([O-:28])=[O:27]. The yield is 0.180.